Dataset: Full USPTO retrosynthesis dataset with 1.9M reactions from patents (1976-2016). Task: Predict the reactants needed to synthesize the given product. (1) Given the product [C:29]([O:28][C:26]([N:23]1[CH2:22][CH2:21][CH:20]([S:17]([CH2:16][C:14]2[N:15]=[C:11]([C:8]3[CH:7]=[CH:6][C:5]([C:3]([OH:4])=[O:2])=[CH:10][CH:9]=3)[O:12][C:13]=2[CH3:33])(=[O:18])=[O:19])[CH2:25][CH2:24]1)=[O:27])([CH3:32])([CH3:30])[CH3:31], predict the reactants needed to synthesize it. The reactants are: C[O:2][C:3]([C:5]1[CH:10]=[CH:9][C:8]([C:11]2[O:12][C:13]([CH3:33])=[C:14]([CH2:16][S:17]([CH:20]3[CH2:25][CH2:24][N:23]([C:26]([O:28][C:29]([CH3:32])([CH3:31])[CH3:30])=[O:27])[CH2:22][CH2:21]3)(=[O:19])=[O:18])[N:15]=2)=[CH:7][CH:6]=1)=[O:4].[OH-].[Na+]. (2) Given the product [NH2:1][C:4]1[CH:5]=[CH:6][C:7]([NH:10][C@H:11]2[CH2:15][CH2:14][N:13]([C:16](=[O:18])[CH3:17])[CH2:12]2)=[CH:8][CH:9]=1, predict the reactants needed to synthesize it. The reactants are: [N+:1]([C:4]1[CH:9]=[CH:8][C:7]([NH:10][C@H:11]2[CH2:15][CH2:14][N:13]([C:16](=[O:18])[CH3:17])[CH2:12]2)=[CH:6][CH:5]=1)([O-])=O.[H][H].